From a dataset of Full USPTO retrosynthesis dataset with 1.9M reactions from patents (1976-2016). Predict the reactants needed to synthesize the given product. (1) Given the product [CH3:17][NH:18][C:19]([C:21]1[CH:26]=[C:25]([O:1][C:2]2[CH:9]=[CH:8][C:5]([CH:6]=[O:7])=[CH:4][C:3]=2[CH3:10])[CH:24]=[CH:23][N:22]=1)=[O:20], predict the reactants needed to synthesize it. The reactants are: [OH:1][C:2]1[CH:9]=[CH:8][C:5]([CH:6]=[O:7])=[CH:4][C:3]=1[CH3:10].CC(C)([O-])C.[K+].[CH3:17][NH:18][C:19]([C:21]1[CH:26]=[C:25](Cl)[CH:24]=[CH:23][N:22]=1)=[O:20].C(=O)([O-])[O-].[K+].[K+]. (2) Given the product [Zn:53].[OH:1][C:2]1[CH:7]=[CH:6][C:5]([OH:8])=[CH:4][C:3]=1[C:9]1[C:10]2[NH:14][C:13]([C:15]([CH2:40][CH2:41][CH2:42][CH2:43][CH2:44][CH2:45][CH3:46])=[C:16]3[N:39]=[C:19]([CH:20]=[C:21]4[NH:38][C:24](=[C:25]([CH2:31][CH2:32][CH2:33][CH2:34][CH2:35][CH2:36][CH3:37])[C:26]5[CH:27]=[CH:28][C:29]=1[N:30]=5)[CH:23]=[CH:22]4)[CH:18]=[CH:17]3)=[CH:12][CH:11]=2, predict the reactants needed to synthesize it. The reactants are: [OH:1][C:2]1[CH:7]=[CH:6][C:5]([OH:8])=[CH:4][C:3]=1[C:9]1[C:10]2[NH:14][C:13]([C:15]([CH2:40][CH2:41][CH2:42][CH2:43][CH2:44][CH2:45][CH3:46])=[C:16]3[N:39]=[C:19]([CH:20]=[C:21]4[NH:38][C:24](=[C:25]([CH2:31][CH2:32][CH2:33][CH2:34][CH2:35][CH2:36][CH3:37])[C:26]5[CH:27]=[CH:28][C:29]=1[N:30]=5)[CH:23]=[CH:22]4)[CH:18]=[CH:17]3)=[CH:12][CH:11]=2.CO.C([O-])(=O)C.[Zn+2:53].C([O-])(=O)C. (3) Given the product [NH2:39][C:37]1[CH:36]=[CH:35][C:34]([O:42][CH3:43])=[C:33]([C:8]2[C:9]([CH2:11][N:12]3[C@@H:16]([CH3:17])[C@@H:15]([C:18]4[CH:23]=[C:22]([C:24]([F:25])([F:26])[F:27])[CH:21]=[C:20]([C:28]([F:31])([F:30])[F:29])[CH:19]=4)[O:14][C:13]3=[O:32])=[N:10][C:5]([N:1]3[CH2:4][CH2:3][CH2:2]3)=[CH:6][CH:7]=2)[CH:38]=1, predict the reactants needed to synthesize it. The reactants are: [N:1]1([C:5]2[N:10]=[C:9]([CH2:11][N:12]3[C@@H:16]([CH3:17])[C@@H:15]([C:18]4[CH:23]=[C:22]([C:24]([F:27])([F:26])[F:25])[CH:21]=[C:20]([C:28]([F:31])([F:30])[F:29])[CH:19]=4)[O:14][C:13]3=[O:32])[C:8]([C:33]3[CH:38]=[C:37]([N+:39]([O-])=O)[CH:36]=[CH:35][C:34]=3[O:42][CH3:43])=[CH:7][CH:6]=2)[CH2:4][CH2:3][CH2:2]1. (4) Given the product [Cl:1][C:2]1[C:3]2[N:10]([CH2:16][CH2:17][CH2:18][O:19][CH2:20][CH2:21][O:22][CH:23]3[CH2:28][CH2:27][CH2:26][CH2:25][O:24]3)[CH:9]=[CH:8][C:4]=2[N:5]=[CH:6][N:7]=1, predict the reactants needed to synthesize it. The reactants are: [Cl:1][C:2]1[C:3]2[NH:10][CH:9]=[CH:8][C:4]=2[N:5]=[CH:6][N:7]=1.CS(O[CH2:16][CH2:17][CH2:18][O:19][CH2:20][CH2:21][O:22][CH:23]1[CH2:28][CH2:27][CH2:26][CH2:25][O:24]1)(=O)=O.C(=O)([O-])[O-].[Cs+].[Cs+].O. (5) Given the product [N:9]1[CH:14]=[CH:13][CH:12]=[C:11]([C:2]2[N:7]=[C:6]([NH2:8])[CH:5]=[N:4][CH:3]=2)[CH:10]=1, predict the reactants needed to synthesize it. The reactants are: Cl[C:2]1[N:7]=[C:6]([NH2:8])[CH:5]=[N:4][CH:3]=1.[N:9]1[CH:14]=[CH:13][CH:12]=[C:11](B(O)O)[CH:10]=1.C(=O)([O-])[O-].[Cs+].[Cs+]. (6) Given the product [CH3:25][CH:24]1[C:16]2[CH:15]=[C:14]3[C:19](=[CH:18][C:17]=2[CH2:20][CH2:21][N:22]([C:26]([O:28][C:29]([CH3:30])([CH3:32])[CH3:31])=[O:27])[CH2:23]1)[NH:10][C:11](=[O:33])[CH2:12][CH2:13]3, predict the reactants needed to synthesize it. The reactants are: C(OC[N:10]1[C:19]2[C:14](=[CH:15][C:16]3[CH:24]([CH3:25])[CH2:23][N:22]([C:26]([O:28][C:29]([CH3:32])([CH3:31])[CH3:30])=[O:27])[CH2:21][CH2:20][C:17]=3[CH:18]=2)[CH2:13][CH2:12][C:11]1=[O:33])C1C=CC=CC=1.Br.